Dataset: Reaction yield outcomes from USPTO patents with 853,638 reactions. Task: Predict the reaction yield, written as a fraction of the theoretical maximum amount of product (1.0 means a 100% yield; for example, 0.34 means a 34% yield). (1) The reactants are [F:1][C:2]1[CH:3]=[C:4]2[C:9](=[CH:10][CH:11]=1)[C:8]([OH:12])=[N:7][CH:6]=[CH:5]2.[C:13](O)(=[O:15])C.C(O)(=O)C.IC1C=CC=CC=1.CS(O)(=O)=O. The catalyst is CO. The product is [F:1][C:2]1[CH:3]=[C:4]2[C:9](=[CH:10][CH:11]=1)[C:8]([OH:12])=[N:7][CH:6]=[C:5]2[O:15][CH3:13]. The yield is 0.680. (2) The reactants are [CH:1](=O)[C:2]1[CH:7]=[CH:6][CH:5]=[CH:4][CH:3]=1.[CH3:9][C:10]1[N:11]=[N:12][CH:13]=[CH:14][CH:15]=1. The catalyst is [Cl-].[Zn+2].[Cl-]. The product is [C:2]1([CH:1]=[CH:9][C:10]2[N:11]=[N:12][CH:13]=[CH:14][CH:15]=2)[CH:7]=[CH:6][CH:5]=[CH:4][CH:3]=1. The yield is 0.590. (3) The reactants are [Cl:1][C:2]1[CH:7]=[C:6]([Cl:8])[N:5]=[C:4](SC)[N:3]=1.Cl[C:12]1C=CC=C(C(OO)=O)C=1.[O-:22][S:23]([O-:26])(=S)=O.[Na+].[Na+].C([O-])(O)=O.[Na+].C(=O)(O)[O-].[Na+]. The catalyst is ClCCl.[Cl-].[Na+].O. The product is [Cl:1][C:2]1[CH:7]=[C:6]([Cl:8])[N:5]=[C:4]([S:23]([CH3:12])(=[O:26])=[O:22])[N:3]=1. The yield is 0.910. (4) The reactants are [CH2:1]([O:3][C:4]1[C:5]([OH:13])=[C:6]([CH:9]=[CH:10][C:11]=1[F:12])[CH:7]=[O:8])[CH3:2].N1C=CC=CC=1.[F:20][C:21]([F:34])([F:33])[S:22](O[S:22]([C:21]([F:34])([F:33])[F:20])(=[O:24])=[O:23])(=[O:24])=[O:23]. The catalyst is ClCCl. The product is [CH2:1]([O:3][C:4]1[C:11]([F:12])=[CH:10][CH:9]=[C:6]([CH:7]=[O:8])[C:5]=1[O:13][S:22]([C:21]([F:34])([F:33])[F:20])(=[O:24])=[O:23])[CH3:2]. The yield is 0.870. (5) The reactants are [Br:1][C:2]1[CH:11]=[CH:10][C:9]2[C:4](=[CH:5][CH:6]=[C:7]([O:12][CH2:13][CH2:14]Br)[CH:8]=2)[CH:3]=1.[NH:16]1[CH2:20][CH2:19][CH2:18][CH2:17]1. No catalyst specified. The product is [Br:1][C:2]1[CH:3]=[C:4]2[C:9](=[CH:10][CH:11]=1)[CH:8]=[C:7]([O:12][CH2:13][CH2:14][N:16]1[CH2:20][CH2:19][CH2:18][CH2:17]1)[CH:6]=[CH:5]2. The yield is 0.980. (6) The reactants are [F:1][C:2]([F:7])([F:6])[C:3]([OH:5])=[O:4].[F:8][C:9]([F:14])([F:13])[C:10]([OH:12])=[O:11].FC(F)(F)C(O)=O.[Cl:22][C:23]1[CH:24]=[N:25][C:26]2[NH:27][C:28]3[CH:29]=[N:30][CH:31]=[C:32]([CH:54]=3)[CH2:33][CH2:34][C:35]3[CH:43]=[C:39]([NH:40][C:41]=1[N:42]=2)[CH:38]=[CH:37][C:36]=3[NH:44][C:45](=[O:53])[CH2:46][CH:47]1[CH2:52][CH2:51][NH:50][CH2:49][CH2:48]1.[F:55][C:56]1[CH:64]=[C:63]([F:65])[CH:62]=[CH:61][C:57]=1[C:58](Cl)=[O:59]. No catalyst specified. The product is [F:1][C:2]([F:7])([F:6])[C:3]([OH:5])=[O:4].[F:8][C:9]([F:14])([F:13])[C:10]([OH:12])=[O:11].[Cl:22][C:23]1[CH:24]=[N:25][C:26]2[NH:27][C:28]3[CH:29]=[N:30][CH:31]=[C:32]([CH:54]=3)[CH2:33][CH2:34][C:35]3[CH:43]=[C:39]([NH:40][C:41]=1[N:42]=2)[CH:38]=[CH:37][C:36]=3[NH:44][C:45](=[O:53])[CH2:46][CH:47]1[CH2:52][CH2:51][N:50]([C:58](=[O:59])[C:57]2[CH:61]=[CH:62][C:63]([F:65])=[CH:64][C:56]=2[F:55])[CH2:49][CH2:48]1. The yield is 0.420. (7) The reactants are [Br:1]N1C(=O)CCC1=O.[Cl:9][C:10]1[CH:11]=[C:12]([CH2:17][C:18]([O:20][CH3:21])=[O:19])[CH:13]=[CH:14][C:15]=1[Cl:16]. The catalyst is C(OOC(=O)C1C=CC=CC=1)(=O)C1C=CC=CC=1.ClCCCl. The product is [Cl:9][C:10]1[CH:11]=[C:12]([CH:17]([Br:1])[C:18]([O:20][CH3:21])=[O:19])[CH:13]=[CH:14][C:15]=1[Cl:16]. The yield is 1.03.